From a dataset of NCI-60 drug combinations with 297,098 pairs across 59 cell lines. Regression. Given two drug SMILES strings and cell line genomic features, predict the synergy score measuring deviation from expected non-interaction effect. (1) Drug 1: C(=O)(N)NO. Synergy scores: CSS=17.4, Synergy_ZIP=-0.263, Synergy_Bliss=-0.198, Synergy_Loewe=-37.5, Synergy_HSA=-1.53. Drug 2: CN(CC1=CN=C2C(=N1)C(=NC(=N2)N)N)C3=CC=C(C=C3)C(=O)NC(CCC(=O)O)C(=O)O. Cell line: TK-10. (2) Drug 1: C1=NC2=C(N1)C(=S)N=C(N2)N. Drug 2: CC12CCC3C(C1CCC2OP(=O)(O)O)CCC4=C3C=CC(=C4)OC(=O)N(CCCl)CCCl.[Na+]. Cell line: NCI-H322M. Synergy scores: CSS=28.1, Synergy_ZIP=-9.20, Synergy_Bliss=-2.27, Synergy_Loewe=-12.6, Synergy_HSA=-2.81. (3) Drug 1: CCN(CC)CCCC(C)NC1=C2C=C(C=CC2=NC3=C1C=CC(=C3)Cl)OC. Drug 2: CC(C)CN1C=NC2=C1C3=CC=CC=C3N=C2N. Cell line: SF-295. Synergy scores: CSS=17.8, Synergy_ZIP=-3.64, Synergy_Bliss=1.84, Synergy_Loewe=-0.719, Synergy_HSA=-0.726. (4) Drug 1: C1=CC=C(C=C1)NC(=O)CCCCCCC(=O)NO. Drug 2: C1=CC=C(C(=C1)C(C2=CC=C(C=C2)Cl)C(Cl)Cl)Cl. Cell line: DU-145. Synergy scores: CSS=39.1, Synergy_ZIP=-4.40, Synergy_Bliss=-1.24, Synergy_Loewe=-50.9, Synergy_HSA=-4.06. (5) Drug 2: CC12CCC3C(C1CCC2OP(=O)(O)O)CCC4=C3C=CC(=C4)OC(=O)N(CCCl)CCCl.[Na+]. Drug 1: CC1C(C(CC(O1)OC2CC(CC3=C2C(=C4C(=C3O)C(=O)C5=C(C4=O)C(=CC=C5)OC)O)(C(=O)CO)O)N)O.Cl. Synergy scores: CSS=13.8, Synergy_ZIP=-1.07, Synergy_Bliss=4.93, Synergy_Loewe=-0.731, Synergy_HSA=-0.113. Cell line: SK-MEL-28. (6) Drug 1: COC1=C(C=C2C(=C1)N=CN=C2NC3=CC(=C(C=C3)F)Cl)OCCCN4CCOCC4. Drug 2: COC1=NC(=NC2=C1N=CN2C3C(C(C(O3)CO)O)O)N. Cell line: HCT-15. Synergy scores: CSS=32.1, Synergy_ZIP=4.29, Synergy_Bliss=7.81, Synergy_Loewe=-22.4, Synergy_HSA=4.96. (7) Cell line: SW-620. Drug 1: CN(C)C(=N)N=C(N)N. Drug 2: CN1C=C(C=N1)C2=C3N=C(C(=C(N3N=C2)N)Br)C4CCCNC4. Synergy scores: CSS=1.23, Synergy_ZIP=3.65, Synergy_Bliss=1.91, Synergy_Loewe=0.951, Synergy_HSA=1.34. (8) Cell line: NCI-H522. Synergy scores: CSS=16.9, Synergy_ZIP=8.27, Synergy_Bliss=10.8, Synergy_Loewe=9.72, Synergy_HSA=11.2. Drug 2: CCN(CC)CCNC(=O)C1=C(NC(=C1C)C=C2C3=C(C=CC(=C3)F)NC2=O)C. Drug 1: CC1=C2C(C(=O)C3(C(CC4C(C3C(C(C2(C)C)(CC1OC(=O)C(C(C5=CC=CC=C5)NC(=O)OC(C)(C)C)O)O)OC(=O)C6=CC=CC=C6)(CO4)OC(=O)C)O)C)O.